Task: Predict the reactants needed to synthesize the given product.. Dataset: Full USPTO retrosynthesis dataset with 1.9M reactions from patents (1976-2016) (1) Given the product [OH:17][NH:18][C:1]([N:3]1[CH2:4][CH2:5][N:6]([C:9]([O:11][C:12]([CH3:15])([CH3:14])[CH3:13])=[O:10])[CH2:7][CH2:8]1)=[NH:2], predict the reactants needed to synthesize it. The reactants are: [C:1]([N:3]1[CH2:8][CH2:7][N:6]([C:9]([O:11][C:12]([CH3:15])([CH3:14])[CH3:13])=[O:10])[CH2:5][CH2:4]1)#[N:2].[Cl-].[OH:17][NH3+:18].C(=O)([O-])[O-].[K+].[K+]. (2) Given the product [Cl:1][C:2]1[CH:21]=[CH:20][C:5]([C:6]([C:13]2[CH:18]=[CH:17][CH:16]=[CH:15][CH:14]=2)([C:7]2[CH:12]=[CH:11][CH:10]=[CH:9][CH:8]=2)[C:23]#[N:24])=[CH:4][CH:3]=1, predict the reactants needed to synthesize it. The reactants are: [Cl:1][C:2]1[CH:21]=[CH:20][C:5]([C:6](Cl)([C:13]2[CH:18]=[CH:17][CH:16]=[CH:15][CH:14]=2)[C:7]2[CH:12]=[CH:11][CH:10]=[CH:9][CH:8]=2)=[CH:4][CH:3]=1.[Cu](C#N)[C:23]#[N:24].